Dataset: Reaction yield outcomes from USPTO patents with 853,638 reactions. Task: Predict the reaction yield, written as a fraction of the theoretical maximum amount of product (1.0 means a 100% yield; for example, 0.34 means a 34% yield). (1) The reactants are [NH2:1][S:2]([C:5]1[CH:6]=[C:7]([CH:11]=[CH:12][CH:13]=1)[C:8]([OH:10])=O)(=[O:4])=[O:3].C1N=CN(C(N2C=NC=C2)=O)C=1.[NH:26]1[CH2:31][CH2:30][O:29][CH2:28][CH2:27]1. The catalyst is C1COCC1. The product is [N:26]1([C:8]([C:7]2[CH:6]=[C:5]([S:2]([NH2:1])(=[O:3])=[O:4])[CH:13]=[CH:12][CH:11]=2)=[O:10])[CH2:31][CH2:30][O:29][CH2:28][CH2:27]1. The yield is 0.500. (2) The reactants are CI.[NH2:3][C:4]1[N:9]=[CH:8][C:7]([C:10]2[C:11]3[CH2:24][CH2:23][N:22]([C@@:25]4([CH3:38])[CH2:29][CH2:28][N:27]([C:30](=S)[NH:31][C:32]([CH3:36])([CH3:35])[CH2:33][OH:34])[CH2:26]4)[C:12]=3[N:13]=[C:14]([N:16]3[CH2:21][CH2:20][O:19][CH2:18][CH2:17]3)[N:15]=2)=[CH:6][N:5]=1.C(N(C(C)C)CC)(C)C. The catalyst is C(Cl)Cl.C(O)C. The product is [CH3:36][C:32]1([CH3:35])[CH2:33][O:34][C:30]([N:27]2[CH2:28][CH2:29][C@@:25]([N:22]3[C:12]4[N:13]=[C:14]([N:16]5[CH2:17][CH2:18][O:19][CH2:20][CH2:21]5)[N:15]=[C:10]([C:7]5[CH:8]=[N:9][C:4]([NH2:3])=[N:5][CH:6]=5)[C:11]=4[CH2:24][CH2:23]3)([CH3:38])[CH2:26]2)=[N:31]1. The yield is 0.360.